From a dataset of Peptide-MHC class II binding affinity with 134,281 pairs from IEDB. Regression. Given a peptide amino acid sequence and an MHC pseudo amino acid sequence, predict their binding affinity value. This is MHC class II binding data. (1) The peptide sequence is SSNFGAISSVLNDIL. The MHC is DRB1_0101 with pseudo-sequence DRB1_0101. The binding affinity (normalized) is 0.928. (2) The peptide sequence is DVKFPGGGQIVNGVY. The MHC is HLA-DQA10501-DQB10301 with pseudo-sequence HLA-DQA10501-DQB10301. The binding affinity (normalized) is 0.749. (3) The peptide sequence is KGSPEFDWILGWTIK. The MHC is DRB1_0401 with pseudo-sequence DRB1_0401. The binding affinity (normalized) is 0.297. (4) The peptide sequence is AAATAGQTVYGAFAA. The MHC is HLA-DPA10103-DPB10601 with pseudo-sequence HLA-DPA10103-DPB10601. The binding affinity (normalized) is 0. (5) The peptide sequence is MLHHWIKVEYGNLSL. The MHC is HLA-DQA10201-DQB10301 with pseudo-sequence HLA-DQA10201-DQB10301. The binding affinity (normalized) is 0.